This data is from Full USPTO retrosynthesis dataset with 1.9M reactions from patents (1976-2016). The task is: Predict the reactants needed to synthesize the given product. (1) Given the product [Cl:19][C:4]1[CH:3]=[C:2]([C:24]2[CH:25]=[CH:26][C:21]([F:20])=[CH:22][CH:23]=2)[CH:18]=[CH:17][C:5]=1[C:6]([NH:8][NH:9][C:10]([O:12][C:13]([CH3:16])([CH3:15])[CH3:14])=[O:11])=[O:7], predict the reactants needed to synthesize it. The reactants are: Br[C:2]1[CH:18]=[CH:17][C:5]([C:6]([NH:8][NH:9][C:10]([O:12][C:13]([CH3:16])([CH3:15])[CH3:14])=[O:11])=[O:7])=[C:4]([Cl:19])[CH:3]=1.[F:20][C:21]1[CH:26]=[CH:25][C:24](B(O)O)=[CH:23][CH:22]=1.C(=O)([O-])[O-].[K+].[K+]. (2) Given the product [ClH:23].[F:22][C:16]1[CH:17]=[CH:18][C:19]([F:21])=[CH:20][C:15]=1[O:14][CH:11]1[CH2:10][CH2:9][NH:8][CH2:13][CH2:12]1, predict the reactants needed to synthesize it. The reactants are: C(OC([N:8]1[CH2:13][CH2:12][CH:11]([O:14][C:15]2[CH:20]=[C:19]([F:21])[CH:18]=[CH:17][C:16]=2[F:22])[CH2:10][CH2:9]1)=O)(C)(C)C.[ClH:23].CCOCC. (3) Given the product [CH3:1][O:2][CH2:6][C:7]1[CH:8]=[C:9]([CH:30]=[CH:31][N:32]=1)[C:10]([NH:12][C:13]1[O:14][C:15]2[C:21]([CH:22]3[CH2:27][CH2:26][O:25][CH2:24][CH2:23]3)=[CH:20][CH:19]=[C:18]([O:28][CH3:29])[C:16]=2[N:17]=1)=[O:11], predict the reactants needed to synthesize it. The reactants are: [CH3:1][OH:2].[H-].[Na+].Cl[CH2:6][C:7]1[CH:8]=[C:9]([CH:30]=[CH:31][N:32]=1)[C:10]([NH:12][C:13]1[O:14][C:15]2[C:21]([CH:22]3[CH2:27][CH2:26][O:25][CH2:24][CH2:23]3)=[CH:20][CH:19]=[C:18]([O:28][CH3:29])[C:16]=2[N:17]=1)=[O:11].Cl.